From a dataset of NCI-60 drug combinations with 297,098 pairs across 59 cell lines. Regression. Given two drug SMILES strings and cell line genomic features, predict the synergy score measuring deviation from expected non-interaction effect. Synergy scores: CSS=45.6, Synergy_ZIP=0.221, Synergy_Bliss=-1.88, Synergy_Loewe=-17.8, Synergy_HSA=-1.29. Drug 1: C1CC(C1)(C(=O)O)C(=O)O.[NH2-].[NH2-].[Pt+2]. Drug 2: CC1CCCC2(C(O2)CC(NC(=O)CC(C(C(=O)C(C1O)C)(C)C)O)C(=CC3=CSC(=N3)C)C)C. Cell line: SW-620.